This data is from Forward reaction prediction with 1.9M reactions from USPTO patents (1976-2016). The task is: Predict the product of the given reaction. The product is: [CH:15]([C:12]1[O:11][C:10]([C:7]2[CH:8]=[CH:9][C:4]([C:3]([OH:17])=[O:2])=[CH:5][CH:6]=2)=[CH:14][CH:13]=1)=[O:16]. Given the reactants C[O:2][C:3](=[O:17])[C:4]1[CH:9]=[CH:8][C:7]([C:10]2[O:11][C:12]([CH:15]=[O:16])=[CH:13][CH:14]=2)=[CH:6][CH:5]=1.[OH-].[Li+].Cl, predict the reaction product.